This data is from Full USPTO retrosynthesis dataset with 1.9M reactions from patents (1976-2016). The task is: Predict the reactants needed to synthesize the given product. (1) The reactants are: O[C:2]1[CH2:7][CH2:6][C:5]([CH3:9])([CH3:8])[CH2:4][C:3]=1[C:10]([O:12][CH3:13])=[O:11].C([O-])(=O)C.[NH4+:18]. Given the product [NH2:18][C:2]1[CH2:7][CH2:6][C:5]([CH3:9])([CH3:8])[CH2:4][C:3]=1[C:10]([O:12][CH3:13])=[O:11], predict the reactants needed to synthesize it. (2) Given the product [CH3:13][S:14]([O:12][CH2:11][CH:8]1[CH2:9][CH2:10][CH:5]([CH2:4][O:3][CH:1]=[CH2:2])[CH2:6][CH2:7]1)(=[O:16])=[O:15], predict the reactants needed to synthesize it. The reactants are: [CH:1]([O:3][CH2:4][CH:5]1[CH2:10][CH2:9][CH:8]([CH2:11][OH:12])[CH2:7][CH2:6]1)=[CH2:2].[CH3:13][S:14](Cl)(=[O:16])=[O:15].C(N(CC)CC)C. (3) Given the product [CH3:28][C:29]1[CH:36]=[CH:35][CH:34]=[CH:33][C:30]=1[CH2:31][NH:32][C:11]([C:2]1[CH:3]=[CH:4][C:5]2[C:10](=[CH:9][CH:8]=[N:7][CH:6]=2)[N:1]=1)=[O:13], predict the reactants needed to synthesize it. The reactants are: [N:1]1[C:10]2[C:5](=[CH:6][N:7]=[CH:8][CH:9]=2)[CH:4]=[CH:3][C:2]=1[C:11]([OH:13])=O.C(N(CC)CC)C.C(OC(Cl)=O)(C)C.[CH3:28][C:29]1[CH:36]=[CH:35][CH:34]=[CH:33][C:30]=1[CH2:31][NH2:32]. (4) Given the product [C:20]([O:23][CH2:24][C@@H:25]1[C@@H:30]([O:31][C:32](=[O:34])[CH3:33])[CH:29]=[CH:28][C@@H:27]([C:12]2[CH:11]=[CH:10][C:9]3[C:14](=[CH:15][CH:16]=[C:7]([OH:6])[CH:8]=3)[CH:13]=2)[O:26]1)(=[O:22])[CH3:21], predict the reactants needed to synthesize it. The reactants are: C(OC)(=O)C.[OH:6][C:7]1[CH:8]=[C:9]2[C:14](=[CH:15][CH:16]=1)[CH:13]=[C:12](B(O)O)[CH:11]=[CH:10]2.[C:20]([O:23][CH2:24][C@@H:25]1[C@@H:30]([O:31][C:32](=[O:34])[CH3:33])[C@H:29](O)[C@H:28](O)[C@@H:27](C2C=CC=C(O[Si](C(C)(C)C)(C)C)C=2)[O:26]1)(=[O:22])[CH3:21].